From a dataset of Catalyst prediction with 721,799 reactions and 888 catalyst types from USPTO. Predict which catalyst facilitates the given reaction. (1) Reactant: [NH2:1][C:2]1[C:11]([C@H:12]([CH:18]2[CH2:23][CH2:22][CH2:21][CH2:20][CH2:19]2)[CH2:13][CH2:14][C:15](O)=[O:16])=[CH:10][C:9]2[C:4](=[CH:5][CH:6]=[C:7]([O:24][C:25]3[CH:30]=[CH:29][CH:28]=[CH:27][CH:26]=3)[CH:8]=2)[N:3]=1.ClC(OCC(C)C)=O.CN1CCOCC1.[CH3:46][C:47]([CH3:59])([CH3:58])[CH2:48][CH2:49][NH:50][CH2:51][C:52]1[N:53]([CH3:57])[CH:54]=[CH:55][N:56]=1. Product: [NH2:1][C:2]1[C:11]([C@H:12]([CH:18]2[CH2:19][CH2:20][CH2:21][CH2:22][CH2:23]2)[CH2:13][CH2:14][C:15]([N:50]([CH2:49][CH2:48][C:47]([CH3:59])([CH3:58])[CH3:46])[CH2:51][C:52]2[N:53]([CH3:57])[CH:54]=[CH:55][N:56]=2)=[O:16])=[CH:10][C:9]2[C:4](=[CH:5][CH:6]=[C:7]([O:24][C:25]3[CH:26]=[CH:27][CH:28]=[CH:29][CH:30]=3)[CH:8]=2)[N:3]=1. The catalyst class is: 526. (2) Reactant: Br[C:2]1[CH:16]=[CH:15][CH:14]=[CH:13][C:3]=1[CH2:4][NH:5]C(=O)OC(C)(C)C.B1(B2OC(C)(C)C(C)(C)O2)OC(C)(C)C(C)(C)O1.C([O-])(=O)C.[K+].[ClH:40].[N:41]12[CH2:48][CH2:47][CH:44]([CH2:45][CH2:46]1)[C@@H:43]([NH:49][C:50]([C:52]1[S:53][C:54]3[C:60](Br)=[CH:59][CH:58]=[CH:57][C:55]=3[CH:56]=1)=[O:51])[CH2:42]2.C(=O)([O-])[O-].[Na+].[Na+]. Product: [ClH:40].[ClH:40].[NH2:5][CH2:4][C:3]1[CH:13]=[CH:14][CH:15]=[CH:16][C:2]=1[C:60]1[C:54]2[S:53][C:52]([C:50]([NH:49][C@@H:43]3[CH:44]4[CH2:45][CH2:46][N:41]([CH2:48][CH2:47]4)[CH2:42]3)=[O:51])=[CH:56][C:55]=2[CH:57]=[CH:58][CH:59]=1. The catalyst class is: 151.